Dataset: Catalyst prediction with 721,799 reactions and 888 catalyst types from USPTO. Task: Predict which catalyst facilitates the given reaction. Reactant: [CH:1]1[C:14]2[CH:13]=[C:12](B(O)O)[C:11]3[C:6](=[CH:7][CH:8]=[CH:9][CH:10]=3)[C:5]=2[CH:4]=[CH:3][CH:2]=1.[Br:18][C:19]1[CH:20]=[C:21]([C:26]2[N:31]=[C:30]([C:32]3[CH:37]=[CH:36][CH:35]=[CH:34][CH:33]=3)[N:29]=[C:28]([C:38]3[CH:43]=[CH:42][CH:41]=[CH:40][CH:39]=3)[N:27]=2)[CH:22]=[C:23](Br)[CH:24]=1.C1(C)C=CC=CC=1. Product: [C:38]1([C:28]2[N:29]=[C:30]([C:32]3[CH:37]=[CH:36][CH:35]=[CH:34][CH:33]=3)[N:31]=[C:26]([C:21]3[CH:22]=[C:23]([C:12]4[C:11]5[C:6]([C:5]6[CH:4]=[CH:3][CH:2]=[CH:1][C:14]=6[CH:13]=4)=[CH:7][CH:8]=[CH:9][CH:10]=5)[CH:24]=[C:19]([Br:18])[CH:20]=3)[N:27]=2)[CH:39]=[CH:40][CH:41]=[CH:42][CH:43]=1. The catalyst class is: 461.